The task is: Predict the reaction yield, written as a fraction of the theoretical maximum amount of product (1.0 means a 100% yield; for example, 0.34 means a 34% yield).. This data is from Reaction yield outcomes from USPTO patents with 853,638 reactions. (1) The reactants are [Cl:1][C:2]1[C:3]([N:9]2[CH2:14][CH2:13][O:12][CH2:11][CH2:10]2)=[CH:4][C:5]([NH2:8])=[N:6][CH:7]=1.Br[N:16]1[CH:21]=[CH:20][N:19]=[C:18]([C:22]#[N:23])[CH2:17]1.CC(C)([O-])C.[Na+].C1C=CC(P(C2C(C3C(P(C4C=CC=CC=4)C4C=CC=CC=4)=CC=C4C=3C=CC=C4)=C3C(C=CC=C3)=CC=2)C2C=CC=CC=2)=CC=1. The catalyst is C1(C)C=CC=CC=1.CC([O-])=O.CC([O-])=O.[Pd+2].CN(C=O)C. The product is [Cl:1][C:2]1[C:3]([N:9]2[CH2:14][CH2:13][O:12][CH2:11][CH2:10]2)=[CH:4][C:5]([NH:8][C:21]2[N:16]=[CH:17][C:18]([C:22]#[N:23])=[N:19][CH:20]=2)=[N:6][CH:7]=1. The yield is 0.200. (2) The reactants are [CH3:1][C:2]1[N:7]=[C:6]2[S:8][C:9]3[CH2:14][CH2:13][CH2:12][CH2:11][C:10]=3[C:5]2=[C:4]([C:15]2[CH:20]=[CH:19][CH:18]=[CH:17][C:16]=2[F:21])[C:3]=1[CH2:22][C:23]([O:25][CH3:26])=[O:24].[Li+].C[Si]([N-][Si](C)(C)C)(C)C.[CH2:37]1[CH2:41]OC[CH2:38]1.ICCC. The catalyst is CN(C=O)C. The product is [CH3:1][C:2]1[N:7]=[C:6]2[S:8][C:9]3[CH2:14][CH2:13][CH2:12][CH2:11][C:10]=3[C:5]2=[C:4]([C:15]2[CH:20]=[CH:19][CH:18]=[CH:17][C:16]=2[F:21])[C:3]=1[CH:22]([CH2:38][CH2:37][CH3:41])[C:23]([O:25][CH3:26])=[O:24]. The yield is 0.750. (3) The reactants are Cl.[CH3:2][O:3][C:4](=[O:11])[C@H:5]([CH2:7][CH2:8][S:9][CH3:10])[NH2:6].[CH3:12][N:13]1[CH2:18][CH2:17][N:16]([C:19]2[S:20][CH:21]=[C:22]([C:24]3[CH:29]=[CH:28][C:27]([C:30]4[O:34][C:33](=[O:35])[C:32]5([CH2:40][CH2:39][CH2:38][CH2:37][CH2:36]5)[N:31]=4)=[CH:26][CH:25]=3)[N:23]=2)[CH2:15][CH2:14]1.C(N(CC)C(C)C)(C)C. The catalyst is CN(C)C=O. The product is [CH3:2][O:3][C:4](=[O:11])[C@H:5]([CH2:7][CH2:8][S:9][CH3:10])[NH:6][C:33]([C:32]1([NH:31][C:30]([C:27]2[CH:28]=[CH:29][C:24]([C:22]3[N:23]=[C:19]([N:16]4[CH2:15][CH2:14][N:13]([CH3:12])[CH2:18][CH2:17]4)[S:20][CH:21]=3)=[CH:25][CH:26]=2)=[O:34])[CH2:36][CH2:37][CH2:38][CH2:39][CH2:40]1)=[O:35]. The yield is 0.330. (4) The reactants are OC(C1C=CC2C(=CC=CC=2)C=1)[C:3]1[CH:7]=[C:6]([C:8]2[CH:13]=[CH:12][N:11]=[CH:10][CH:9]=2)[S:5][C:4]=1[C:14]([O:16][CH2:17][CH3:18])=[O:15].FC(F)(F)C(O)=O.C([SiH](CC)CC)C. The catalyst is C(Cl)Cl. The product is [N:11]1[CH:10]=[CH:9][C:8]([C:6]2[S:5][C:4]([C:14]([O:16][CH2:17][CH3:18])=[O:15])=[CH:3][CH:7]=2)=[CH:13][CH:12]=1. The yield is 0.760.